Task: Predict which catalyst facilitates the given reaction.. Dataset: Catalyst prediction with 721,799 reactions and 888 catalyst types from USPTO (1) Reactant: [Br:1][C:2]1[CH:7]=[CH:6][C:5]([NH:8][C:9]2[CH:18]=[C:17]([Cl:19])[CH:16]=[CH:15][C:10]=2[C:11](OC)=[O:12])=[C:4]([N+:20]([O-])=O)[CH:3]=1.O.O.Cl[Sn]Cl. Product: [Br:1][C:2]1[CH:7]=[CH:6][C:5]2[NH:8][C:9]3[CH:18]=[C:17]([Cl:19])[CH:16]=[CH:15][C:10]=3[C:11](=[O:12])[NH:20][C:4]=2[CH:3]=1. The catalyst class is: 209. (2) Reactant: [Cl:1][C:2]1[CH:23]=[C:22]([Cl:24])[CH:21]=[CH:20][C:3]=1[CH2:4][N:5]1[C:9](/[CH:10]=[CH:11]/[C:12]([OH:14])=O)=[CH:8][C:7]([O:15][CH2:16][CH2:17][O:18][CH3:19])=[N:6]1.[CH2:25]([S:30]([NH2:33])(=[O:32])=[O:31])[CH2:26][CH2:27][CH2:28][CH3:29].N12CCCN=C1CCCCC2. Product: [Cl:1][C:2]1[CH:23]=[C:22]([Cl:24])[CH:21]=[CH:20][C:3]=1[CH2:4][N:5]1[C:9](/[CH:10]=[CH:11]/[C:12]([NH:33][S:30]([CH2:25][CH2:26][CH2:27][CH2:28][CH3:29])(=[O:32])=[O:31])=[O:14])=[CH:8][C:7]([O:15][CH2:16][CH2:17][O:18][CH3:19])=[N:6]1. The catalyst class is: 9. (3) Product: [CH:3]1[CH:4]=[CH:5][C:6]2[N:9]([OH:1])[N:10]=[N:20][C:19]=2[CH:8]=1. The catalyst class is: 607. Reactant: [OH2:1].F[C:3]1[CH:4]=[CH:5][C:6]([NH:9][NH2:10])=N[CH:8]=1.C(OC(C[CH2:19][N:20]1CCC[C@H]1C(O)=O)=O)(C)(C)C. (4) Reactant: [CH3:1][C:2]([C:4]1[CH:9]=[CH:8][C:7]([Cl:10])=[C:6]([Cl:11])[CH:5]=1)=[O:3].Br.[OH2:13]. Product: [Cl:11][C:6]1[CH:5]=[C:4]([C:2](=[O:3])[CH:1]=[O:13])[CH:9]=[CH:8][C:7]=1[Cl:10]. The catalyst class is: 16. (5) Reactant: CO.[Li+].[BH4-].C([O:7][C:8]([C:10]1[CH:11]=[C:12]2[CH2:17][CH2:16][CH2:15][N:13]2[N:14]=1)=O)C. Product: [N:14]1[N:13]2[CH2:15][CH2:16][CH2:17][C:12]2=[CH:11][C:10]=1[CH2:8][OH:7]. The catalyst class is: 1. (6) Reactant: C(OC(=O)[NH:7][C@H:8]([C:24]([C:26]1[CH:31]=[CH:30][CH:29]=[CH:28][N:27]=1)=[O:25])[CH2:9][CH2:10][CH2:11][CH2:12][NH:13][C:14]([O:16][CH2:17][C:18]1[CH:23]=[CH:22][CH:21]=[CH:20][CH:19]=1)=[O:15])(C)(C)C.[ClH:33].CC(=O)OCC. Product: [ClH:33].[CH2:17]([O:16][C:14](=[O:15])[NH:13][CH2:12][CH2:11][CH2:10][CH2:9][C@H:8]([NH2:7])[C:24](=[O:25])[C:26]1[CH:31]=[CH:30][CH:29]=[CH:28][N:27]=1)[C:18]1[CH:19]=[CH:20][CH:21]=[CH:22][CH:23]=1. The catalyst class is: 425.